This data is from Tyrosyl-DNA phosphodiesterase HTS with 341,365 compounds. The task is: Binary Classification. Given a drug SMILES string, predict its activity (active/inactive) in a high-throughput screening assay against a specified biological target. (1) The drug is S(=O)(=O)(CC(N1CCCCC1)CN1CCCCC1)c1cc2c(cc1)cccc2. The result is 0 (inactive). (2) The compound is Clc1c(NC(=O)COC(=O)CCc2ccccc2)nc(c(Cl)c1)C. The result is 0 (inactive). (3) The drug is o1c2c(cc(C(=O)NCCCn3ccnc3)c1=O)cccc2. The result is 0 (inactive). (4) The molecule is OC(=O)c1ccc(n2c(ccc2C)C)cc1. The result is 1 (active). (5) The compound is O1CCN(CC1)c1nc(ncc1C(OCC)=O)c1ccccc1. The result is 0 (inactive). (6) The compound is s1c2c(nc1NC(=O)CCC=C)c1c(noc1cc2)c1c([N+]([O-])=O)cccc1. The result is 0 (inactive). (7) The result is 0 (inactive). The molecule is s1c2ncn(n3c(ccc3C)C)c(=O)c2c(c2sccc2)c1.